From a dataset of Peptide-MHC class I binding affinity with 185,985 pairs from IEDB/IMGT. Regression. Given a peptide amino acid sequence and an MHC pseudo amino acid sequence, predict their binding affinity value. This is MHC class I binding data. The peptide sequence is FNPMIVELA. The MHC is HLA-A02:01 with pseudo-sequence HLA-A02:01. The binding affinity (normalized) is 0.0634.